From a dataset of Full USPTO retrosynthesis dataset with 1.9M reactions from patents (1976-2016). Predict the reactants needed to synthesize the given product. (1) Given the product [Cl:1][C:2]1[N:3]=[N:4][C:5]([N:8]2[C:16]([C:11]3[CH:12]=[CH:13][CH:14]=[CH:15][N:10]=3)=[CH:17][C:18]([C:19]([O:21][CH2:22][CH3:23])=[O:20])=[N:9]2)=[CH:6][CH:7]=1, predict the reactants needed to synthesize it. The reactants are: [Cl:1][C:2]1[N:3]=[N:4][C:5]([NH:8][NH2:9])=[CH:6][CH:7]=1.[N:10]1[CH:15]=[CH:14][CH:13]=[CH:12][C:11]=1[C:16](=O)[CH2:17][C:18](=O)[C:19]([O:21][CH2:22][CH3:23])=[O:20].Cl. (2) Given the product [C:6]([O:10][C:11]([N:13]1[CH:14]([CH2:19][CH3:20])[CH2:15][CH2:16][CH2:17][CH:18]1[CH:30]([OH:31])[C@@H:29]([N:28]([CH2:21][C:22]1[CH:23]=[CH:24][CH:25]=[CH:26][CH:27]=1)[CH2:39][C:40]1[CH:41]=[CH:42][CH:43]=[CH:44][CH:45]=1)[CH2:32][C:33]1[CH:34]=[CH:35][CH:36]=[CH:37][CH:38]=1)=[O:12])([CH3:9])([CH3:8])[CH3:7], predict the reactants needed to synthesize it. The reactants are: C([Li])(CC)C.[C:6]([O:10][C:11]([N:13]1[CH2:18][CH2:17][CH2:16][CH2:15][CH:14]1[CH2:19][CH3:20])=[O:12])([CH3:9])([CH3:8])[CH3:7].[CH2:21]([N:28]([CH2:39][C:40]1[CH:45]=[CH:44][CH:43]=[CH:42][CH:41]=1)[C@@H:29]([CH2:32][C:33]1[CH:38]=[CH:37][CH:36]=[CH:35][CH:34]=1)[CH:30]=[O:31])[C:22]1[CH:27]=[CH:26][CH:25]=[CH:24][CH:23]=1. (3) The reactants are: [OH:1][C:2]1[CH:7]=[CH:6][C:5]([C:8]2[O:17][C:12]3=[N:13][CH:14]=[CH:15][CH:16]=[C:11]3[C:10](=[O:18])[CH:9]=2)=[CH:4][CH:3]=1.[CH3:19][N:20]([CH2:22][CH2:23]O)[CH3:21].C(N(CC)C(C)C)(C)C.CCOC(/N=N/C(OCC)=O)=O. Given the product [CH3:19][N:20]([CH3:21])[CH2:22][CH2:23][O:1][C:2]1[CH:3]=[CH:4][C:5]([C:8]2[O:17][C:12]3=[N:13][CH:14]=[CH:15][CH:16]=[C:11]3[C:10](=[O:18])[CH:9]=2)=[CH:6][CH:7]=1, predict the reactants needed to synthesize it. (4) Given the product [CH3:1][C:34]1[CH:35]=[CH:30][C:31]([S:36]([OH:39])(=[O:37])=[O:38])=[CH:32][CH:33]=1.[CH3:1][N:2]1[C:7]2[N:8]=[C:9]([N:13]3[CH2:14][CH2:15][N:16]([CH2:19][C:20]4[N:21]=[CH:22][CH:23]=[CH:24][N:25]=4)[CH2:17][CH2:18]3)[NH:10][C:11](=[O:12])[C:6]=2[CH2:5][CH2:4][CH2:3]1, predict the reactants needed to synthesize it. The reactants are: [CH3:1][N:2]1[C:7]2[N:8]=[C:9]([N:13]3[CH2:18][CH2:17][N:16]([CH2:19][C:20]4[N:25]=[CH:24][CH:23]=[CH:22][N:21]=4)[CH2:15][CH2:14]3)[NH:10][C:11](=[O:12])[C:6]=2[CH2:5][CH2:4][CH2:3]1.C(O)C.O.[C:30]1(C)[C:31]([S:36]([OH:39])(=[O:38])=[O:37])=[CH:32][CH:33]=[CH:34][CH:35]=1. (5) Given the product [NH2:1][C:2]([C:4]1[CH:5]=[N:6][C:7]2[C:12]([C:13]=1[NH:14][C:15]1[CH:16]=[C:17]([CH:23]=[CH:24][CH:25]=1)[C:18]([OH:20])=[O:19])=[CH:11][CH:10]=[C:9]([C:26]1[CH:31]=[CH:30][CH:29]=[C:28]([O:32][CH3:33])[CH:27]=1)[CH:8]=2)=[O:3], predict the reactants needed to synthesize it. The reactants are: [NH2:1][C:2]([C:4]1[CH:5]=[N:6][C:7]2[C:12]([C:13]=1[NH:14][C:15]1[CH:16]=[C:17]([CH:23]=[CH:24][CH:25]=1)[C:18]([O:20]CC)=[O:19])=[CH:11][CH:10]=[C:9]([C:26]1[CH:31]=[CH:30][CH:29]=[C:28]([O:32][CH3:33])[CH:27]=1)[CH:8]=2)=[O:3].[OH-].[Na+]. (6) Given the product [CH:39]1([N:34]2[CH2:33][C:32]3([CH2:31][CH2:30][N:29]([S:26]([C:23]4[CH:24]=[CH:25][C:20]([C:7]5[CH:8]=[C:9]6[C:4]([CH:3]=[CH:2][NH:1]6)=[CH:5][CH:6]=5)=[C:21]([F:44])[CH:22]=4)(=[O:27])=[O:28])[CH2:43][CH2:42]3)[O:37][CH2:36][C:35]2=[O:38])[CH2:41][CH2:40]1, predict the reactants needed to synthesize it. The reactants are: [NH:1]1[C:9]2[C:4](=[CH:5][CH:6]=[C:7](B(O)O)[CH:8]=2)[CH:3]=[CH:2]1.C(=O)([O-])[O-].[K+].[K+].Br[C:20]1[CH:25]=[CH:24][C:23]([S:26]([N:29]2[CH2:43][CH2:42][C:32]3([O:37][CH2:36][C:35](=[O:38])[N:34]([CH:39]4[CH2:41][CH2:40]4)[CH2:33]3)[CH2:31][CH2:30]2)(=[O:28])=[O:27])=[CH:22][C:21]=1[F:44]. (7) Given the product [CH2:16]([O:18][C:19](=[O:20])[C@H:21]([OH:22])[CH2:23][NH:1][C:2]1[CH:7]=[CH:6][C:5]([N:8]2[CH:9]=[CH:10][C:11](=[O:14])[CH2:12][CH2:13]2)=[C:4]([F:15])[CH:3]=1)[CH3:17], predict the reactants needed to synthesize it. The reactants are: [NH2:1][C:2]1[CH:7]=[CH:6][C:5]([N:8]2[CH:13]=[CH:12][C:11](=[O:14])[CH2:10][CH2:9]2)=[C:4]([F:15])[CH:3]=1.[CH2:16]([O:18][C:19]([C@H:21]1[CH2:23][O:22]1)=[O:20])[CH3:17].[O-]S(C(F)(F)F)(=O)=O.[Li+].